This data is from Full USPTO retrosynthesis dataset with 1.9M reactions from patents (1976-2016). The task is: Predict the reactants needed to synthesize the given product. (1) Given the product [CH3:31][O:32][C:33]1[CH:38]=[CH:37][C:36]([CH2:39][CH:40]([CH3:43])[CH:41]=[CH:11][C:9]2[CH:8]=[CH:7][C:6]3[O:2][CH2:3][O:4][C:5]=3[CH:10]=2)=[CH:35][CH:34]=1, predict the reactants needed to synthesize it. The reactants are: [Br-].[O:2]1[C:6]2[CH:7]=[CH:8][C:9]([CH2:11][P+](C3C=CC=CC=3)(C3C=CC=CC=3)C3C=CC=CC=3)=[CH:10][C:5]=2[O:4][CH2:3]1.[CH3:31][O:32][C:33]1[CH:38]=[CH:37][C:36]([CH2:39][CH:40]([CH3:43])[CH:41]=O)=[CH:35][CH:34]=1.CC(O)=O. (2) Given the product [CH3:42][C:43]1[C:47]([S:48]([O:1][C:2]2[CH:10]=[CH:9][C:8]([C:11]3[N:12]([C:27]([O:29][C:30]([CH3:31])([CH3:33])[CH3:32])=[O:28])[C:13]4[C:18]([CH:19]=3)=[CH:17][C:16]([CH2:20][N:21]3[CH2:26][CH2:25][CH2:24][CH2:23][CH2:22]3)=[CH:15][CH:14]=4)=[C:7]3[C:3]=2[CH2:4][NH:5][C:6]3=[O:34])(=[O:50])=[O:49])=[C:46]([CH3:52])[O:45][N:44]=1, predict the reactants needed to synthesize it. The reactants are: [OH:1][C:2]1[CH:10]=[CH:9][C:8]([C:11]2[N:12]([C:27]([O:29][C:30]([CH3:33])([CH3:32])[CH3:31])=[O:28])[C:13]3[C:18]([CH:19]=2)=[CH:17][C:16]([CH2:20][N:21]2[CH2:26][CH2:25][CH2:24][CH2:23][CH2:22]2)=[CH:15][CH:14]=3)=[C:7]2[C:3]=1[CH2:4][NH:5][C:6]2=[O:34].C(N(CC)CC)C.[CH3:42][C:43]1[C:47]([S:48](Cl)(=[O:50])=[O:49])=[C:46]([CH3:52])[O:45][N:44]=1.